Task: Regression. Given a peptide amino acid sequence and an MHC pseudo amino acid sequence, predict their binding affinity value. This is MHC class I binding data.. Dataset: Peptide-MHC class I binding affinity with 185,985 pairs from IEDB/IMGT (1) The peptide sequence is ELEQTYHAKL. The MHC is HLA-A02:06 with pseudo-sequence HLA-A02:06. The binding affinity (normalized) is 0. (2) The peptide sequence is NYTQHTSSM. The MHC is HLA-A30:02 with pseudo-sequence HLA-A30:02. The binding affinity (normalized) is 0. (3) The peptide sequence is YECTSRHFT. The MHC is HLA-B08:02 with pseudo-sequence HLA-B08:02. The binding affinity (normalized) is 0.0847. (4) The peptide sequence is SQIFNIISYI. The MHC is HLA-A26:01 with pseudo-sequence HLA-A26:01. The binding affinity (normalized) is 0.447. (5) The peptide sequence is SLRLSCAA. The MHC is HLA-A02:03 with pseudo-sequence HLA-A02:03. The binding affinity (normalized) is 0.451.